Task: Predict the product of the given reaction.. Dataset: Forward reaction prediction with 1.9M reactions from USPTO patents (1976-2016) (1) Given the reactants [F:1][C:2]1[C:9]([Cl:10])=[CH:8][CH:7]=[CH:6][C:3]=1[CH:4]=[O:5].[BH4-].[Na+], predict the reaction product. The product is: [Cl:10][C:9]1[C:2]([F:1])=[C:3]([CH2:4][OH:5])[CH:6]=[CH:7][CH:8]=1. (2) Given the reactants [CH2:1]([C@:3]12[CH2:27][CH2:26][C:25](=[O:28])[CH2:24][C@@H:4]1[CH2:5][CH2:6][CH2:7][C:8]1[CH:9]=[C:10]3[C:14](=[CH:15][C:16]=12)[CH:13]=[N:12][N:11]3[C:17]1[CH:22]=[CH:21][C:20]([F:23])=[CH:19][CH:18]=1)[CH3:2].[CH2:29]([C@@:31]12[CH2:55][CH2:54][C:53](=[O:56])[CH2:52][C@H:32]1[CH2:33][CH2:34][CH2:35][C:36]1[CH:37]=[C:38]3[C:42](=[CH:43][C:44]=12)[CH:41]=[N:40][N:39]3[C:45]1[CH:50]=[CH:49][C:48]([F:51])=[CH:47][CH:46]=1)[CH3:30].[F-].[Cs+].C[Si](C)(C)[C:61]([F:64])([F:63])[F:62].CCCC[N+](CCCC)(CCCC)CCCC.[F-], predict the reaction product. The product is: [CH2:1]([C@:3]12[CH2:27][CH2:26][C@@:25]([C:61]([F:64])([F:63])[F:62])([OH:28])[CH2:24][C@H:4]1[CH2:5][CH2:6][CH2:7][C:8]1[CH:9]=[C:10]3[C:14](=[CH:15][C:16]=12)[CH:13]=[N:12][N:11]3[C:17]1[CH:18]=[CH:19][C:20]([F:23])=[CH:21][CH:22]=1)[CH3:2].[CH2:29]([C@@:31]12[CH2:55][CH2:54][C@:53]([C:61]([F:64])([F:63])[F:62])([OH:56])[CH2:52][C@@H:32]1[CH2:33][CH2:34][CH2:35][C:36]1[CH:37]=[C:38]3[C:42](=[CH:43][C:44]=12)[CH:41]=[N:40][N:39]3[C:45]1[CH:46]=[CH:47][C:48]([F:51])=[CH:49][CH:50]=1)[CH3:30].